From a dataset of Forward reaction prediction with 1.9M reactions from USPTO patents (1976-2016). Predict the product of the given reaction. (1) Given the reactants S([O-])([O-])(=O)=O.[Mg+2].[CH3:7][O:8][C:9]1[CH:10]=[C:11]2[C:16](=[CH:17][CH:18]=1)[C:15]1([C:20]3[CH:25]=[CH:24][CH:23]=[CH:22][CH:21]=3)[O:19][CH:14]1[CH2:13][CH2:12]2, predict the reaction product. The product is: [CH3:7][O:8][C:9]1[CH:10]=[C:11]2[C:16](=[CH:17][CH:18]=1)[CH:15]([C:20]1[CH:25]=[CH:24][CH:23]=[CH:22][CH:21]=1)[C:14](=[O:19])[CH2:13][CH2:12]2. (2) Given the reactants [Cl:1][C:2]1[C:3]([O:21][CH:22]([CH3:24])[CH3:23])=[CH:4][C:5](NC(=O)OC(C)(C)C)=[C:6]2[C:11]=1[C:10](=[O:12])[NH:9][CH2:8][CH2:7]2.[BrH:25].N([O-])=O.[Na+].C([O-])(O)=O.[Na+], predict the reaction product. The product is: [Br:25][C:5]1[CH:4]=[C:3]([O:21][CH:22]([CH3:24])[CH3:23])[C:2]([Cl:1])=[C:11]2[C:6]=1[CH2:7][CH2:8][NH:9][C:10]2=[O:12]. (3) Given the reactants [C:1]([O:5][C:6]([NH:8][C:9]1[N:14]=[C:13]([CH2:15][CH2:16][O:17][C:18]2[CH:40]=[CH:39][C:21]([CH2:22][C@@H:23]([C:35]([O:37][CH3:38])=[O:36])[NH:24][C:25]([C:27]3[C:32]([Cl:33])=[CH:31][CH:30]=[CH:29][C:28]=3[Cl:34])=[O:26])=[CH:20][CH:19]=2)[CH:12]=[CH:11][CH:10]=1)=[O:7])([CH3:4])([CH3:3])[CH3:2].[H-].[Na+].Br[CH2:44][CH2:45][O:46][CH3:47], predict the reaction product. The product is: [C:1]([O:5][C:6]([N:8]([CH2:44][CH2:45][O:46][CH3:47])[C:9]1[N:14]=[C:13]([CH2:15][CH2:16][O:17][C:18]2[CH:40]=[CH:39][C:21]([CH2:22][C@@H:23]([C:35]([O:37][CH3:38])=[O:36])[NH:24][C:25]([C:27]3[C:28]([Cl:34])=[CH:29][CH:30]=[CH:31][C:32]=3[Cl:33])=[O:26])=[CH:20][CH:19]=2)[CH:12]=[CH:11][CH:10]=1)=[O:7])([CH3:4])([CH3:2])[CH3:3]. (4) Given the reactants [S:1]1([C:12]2[C:7](=[CH:8][CH:9]=[CH:10][CH:11]=2)[C:5](=[O:6])[NH:4]1)(=[O:3])=[O:2].[H-].[Na+].Br[CH2:16][CH2:17][CH2:18][CH2:19][O:20][C:21]1[CH:26]=[CH:25][CH:24]=[C:23]([CH3:27])[CH:22]=1, predict the reaction product. The product is: [CH3:27][C:23]1[CH:22]=[C:21]([CH:26]=[CH:25][CH:24]=1)[O:20][CH2:19][CH2:18][CH2:17][CH2:16][N:4]1[C:5](=[O:6])[C:7]2[C:12](=[CH:11][CH:10]=[CH:9][CH:8]=2)[S:1]1(=[O:2])=[O:3]. (5) Given the reactants [F:1][C:2]1[C:7]([C:8]([F:11])([F:10])[F:9])=[CH:6][CH:5]=[CH:4][C:3]=1[CH2:12][C:13]1[N:14]=[C:15]2[S:22][C:21]([CH3:23])=[C:20]([CH2:24][OH:25])[N:16]2[C:17](=[O:19])[CH:18]=1, predict the reaction product. The product is: [F:1][C:2]1[C:7]([C:8]([F:10])([F:11])[F:9])=[CH:6][CH:5]=[CH:4][C:3]=1[CH2:12][C:13]1[N:14]=[C:15]2[S:22][C:21]([CH3:23])=[C:20]([CH:24]=[O:25])[N:16]2[C:17](=[O:19])[CH:18]=1. (6) Given the reactants [NH2:1][C:2]1[CH:29]=[CH:28][C:5]([C:6]([NH:8][C:9]2[CH:14]=[CH:13][C:12]([CH2:15][CH2:16][N:17]3[CH2:21][CH2:20][C:19]4([CH2:25][CH2:24][N:23]([CH2:26][CH3:27])[CH2:22]4)[CH2:18]3)=[CH:11][CH:10]=2)=[O:7])=[CH:4][C:3]=1[N+:30]([O-])=O.Cl, predict the reaction product. The product is: [NH2:30][C:3]1[CH:4]=[C:5]([CH:28]=[CH:29][C:2]=1[NH2:1])[C:6]([NH:8][C:9]1[CH:10]=[CH:11][C:12]([CH2:15][CH2:16][N:17]2[CH2:21][CH2:20][C:19]3([CH2:25][CH2:24][N:23]([CH2:26][CH3:27])[CH2:22]3)[CH2:18]2)=[CH:13][CH:14]=1)=[O:7]. (7) Given the reactants C(O[C:6]([N:8]1[CH2:12][C:11](=[N:13][O:14][CH3:15])[CH2:10][C@H:9]1[C:16](O)=O)=[O:7])(C)(C)C.[CH3:19][C:20]1[CH:25]=[CH:24][CH:23]=[CH:22][C:21]=1[C:26]1[CH:31]=[CH:30][C:29](C(O)=O)=[CH:28][CH:27]=1.[CH3:35][NH:36][C:37]1[C:38]([NH2:43])=[CH:39][CH:40]=[CH:41][CH:42]=1, predict the reaction product. The product is: [CH3:15][O:14][N:13]=[C:11]1[CH2:10][C@@H:9]([C:16]2[N:36]([CH3:35])[C:37]3[CH:42]=[CH:41][CH:40]=[CH:39][C:38]=3[N:43]=2)[N:8]([C:6]([C:29]2[CH:28]=[CH:27][C:26]([C:21]3[CH:22]=[CH:23][CH:24]=[CH:25][C:20]=3[CH3:19])=[CH:31][CH:30]=2)=[O:7])[CH2:12]1. (8) Given the reactants Br[CH:2]([CH3:14])[C:3]([C:5]1[CH:6]=[N:7][C:8]([CH:11]([F:13])[F:12])=[CH:9][CH:10]=1)=O.[C:15]([NH:18][C:19]([NH2:21])=[NH:20])(=[O:17])[CH3:16].O, predict the reaction product. The product is: [F:12][CH:11]([F:13])[C:8]1[N:7]=[CH:6][C:5]([C:3]2[NH:21][C:19]([NH:18][C:15](=[O:17])[CH3:16])=[N:20][C:2]=2[CH3:14])=[CH:10][CH:9]=1.